Dataset: Forward reaction prediction with 1.9M reactions from USPTO patents (1976-2016). Task: Predict the product of the given reaction. (1) The product is: [CH3:1][C:2]([CH3:7])([CH3:6])[CH2:3][CH2:4][N:39]1[CH2:40][CH2:41][CH:36]([CH2:35][CH2:34][CH2:33][O:32][C:29]2[CH:30]=[CH:31][C:26]([C:24]([N:15]3[CH2:14][C:13]4[CH:12]=[N:11][N:10]([CH3:9])[C:19]=4[NH:18][C:17]4[CH:20]=[CH:21][CH:22]=[CH:23][C:16]3=4)=[O:25])=[CH:27][C:28]=2[CH3:42])[CH2:37][CH2:38]1. Given the reactants [CH3:1][C:2]([CH3:7])([CH3:6])[CH2:3][CH:4]=O.Cl.[CH3:9][N:10]1[C:19]2[NH:18][C:17]3[CH:20]=[CH:21][CH:22]=[CH:23][C:16]=3[N:15]([C:24]([C:26]3[CH:31]=[CH:30][C:29]([O:32][CH2:33][CH2:34][CH2:35][CH:36]4[CH2:41][CH2:40][NH:39][CH2:38][CH2:37]4)=[C:28]([CH3:42])[CH:27]=3)=[O:25])[CH2:14][C:13]=2[CH:12]=[N:11]1.C(N(CC)CC)C.C(O[BH-](OC(=O)C)OC(=O)C)(=O)C.[Na+], predict the reaction product. (2) Given the reactants Br[C:2]1[CH:10]=[CH:9][C:5]([C:6]([OH:8])=[O:7])=[C:4]([CH3:11])[CH:3]=1.C([Li])CCC.CN([CH:20]=[O:21])C, predict the reaction product. The product is: [CH:20]([C:2]1[CH:10]=[CH:9][C:5]([C:6]([OH:8])=[O:7])=[C:4]([CH3:11])[CH:3]=1)=[O:21]. (3) Given the reactants [SH:1][C:2]1[N:10]=[CH:9][CH:8]=[CH:7][C:3]=1[C:4]([OH:6])=[O:5].[H-].[Na+].Br[CH:14]1[CH2:19][CH2:18][CH2:17][CH2:16][CH2:15]1, predict the reaction product. The product is: [CH:14]1([S:1][C:2]2[N:10]=[CH:9][CH:8]=[CH:7][C:3]=2[C:4]([OH:6])=[O:5])[CH2:19][CH2:18][CH2:17][CH2:16][CH2:15]1. (4) Given the reactants [N+:1]([C:4]1[CH:31]=[CH:30][C:7]([C:8]([N:10]2[CH2:16][C@H:15]([NH:17][C:18](=[O:24])[O:19][C:20]([CH3:23])([CH3:22])[CH3:21])[C:14](=[O:25])[NH:13][C:12]3[CH:26]=[CH:27][CH:28]=[CH:29][C:11]2=3)=[O:9])=[CH:6][CH:5]=1)([O-:3])=[O:2].Cl[CH2:33][C:34]1[C:43]2[C:38](=[CH:39][CH:40]=[CH:41][CH:42]=2)[CH:37]=[CH:36][C:35]=1[O:44][CH3:45].C([O-])([O-])=O.[Cs+].[Cs+].[Na+].[I-], predict the reaction product. The product is: [CH3:45][O:44][C:35]1[CH:36]=[CH:37][C:38]2[C:43](=[CH:42][CH:41]=[CH:40][CH:39]=2)[C:34]=1[CH2:33][N:13]1[C:14](=[O:25])[C@@H:15]([NH:17][C:18](=[O:24])[O:19][C:20]([CH3:23])([CH3:22])[CH3:21])[CH2:16][N:10]([C:8](=[O:9])[C:7]2[CH:6]=[CH:5][C:4]([N+:1]([O-:3])=[O:2])=[CH:31][CH:30]=2)[C:11]2[CH:29]=[CH:28][CH:27]=[CH:26][C:12]1=2. (5) Given the reactants [Cl:1][C:2]1[C:7]([C:8]([OH:10])=O)=[CH:6][N:5]=[C:4]([Cl:11])[CH:3]=1.CN(C(ON1N=NC2C=CC=NC1=2)=[N+](C)C)C.F[P-](F)(F)(F)(F)F.C(N(CC)C(C)C)(C)C.Cl.[F:46][C:47]1[CH:52]=[CH:51][C:50]([CH:53]2[CH2:58][CH2:57][NH:56][CH2:55][CH2:54]2)=[CH:49][CH:48]=1.C(=O)([O-])O.[Na+], predict the reaction product. The product is: [Cl:1][C:2]1[CH:3]=[C:4]([Cl:11])[N:5]=[CH:6][C:7]=1[C:8]([N:56]1[CH2:57][CH2:58][CH:53]([C:50]2[CH:49]=[CH:48][C:47]([F:46])=[CH:52][CH:51]=2)[CH2:54][CH2:55]1)=[O:10]. (6) Given the reactants C1(C2C3C(=CC=CC=3)C=CC=2)C2C(=CC=CC=2)C=CC=1P1C(C)(C)CC2(OCCO2)CC1(C)C.C(N(CC)CC)C.Br[C:43]1[CH:48]=[CH:47][CH:46]=[CH:45][CH:44]=1.[CH2:49]([O:51][P:52]([O-:56])[O:53][CH2:54][CH3:55])[CH3:50], predict the reaction product. The product is: [C:43]1([P:52](=[O:56])([O:53][CH2:54][CH3:55])[O:51][CH2:49][CH3:50])[CH:48]=[CH:47][CH:46]=[CH:45][CH:44]=1.